From a dataset of Reaction yield outcomes from USPTO patents with 853,638 reactions. Predict the reaction yield, written as a fraction of the theoretical maximum amount of product (1.0 means a 100% yield; for example, 0.34 means a 34% yield). (1) The reactants are [H-].[Na+].[OH:3][CH2:4][CH:5]1[CH2:10][CH2:9][CH:8]=[CH:7][O:6]1.[H][H].Br[CH2:14][C:15]([O:17][CH2:18][CH3:19])=[O:16]. The catalyst is CCCCC.O1CCCC1.O. The product is [O:6]1[CH:7]=[CH:8][CH2:9][CH2:10][CH:5]1[CH2:4][O:3][CH2:14][C:15]([O:17][CH2:18][CH3:19])=[O:16]. The yield is 0.570. (2) The reactants are [CH3:1][N:2]1[CH2:7][CH2:6][O:5][CH:4]([CH2:8][OH:9])[CH2:3]1.CCN(C(C)C)C(C)C.[Cl:19][C:20](OC1C=CC([N+]([O-])=O)=CC=1)=[O:21].Cl.Cl.[Cl:34][C:35]1[CH:40]=[CH:39][C:38]([N:41]2[CH2:46][CH2:45][NH:44][CH2:43][CH2:42]2)=[CH:37][CH:36]=1.Cl.CCOCC. The catalyst is C(Cl)Cl. The product is [ClH:19].[ClH:34].[Cl:34][C:35]1[CH:36]=[CH:37][C:38]([N:41]2[CH2:46][CH2:45][N:44]([C:20]([O:9][CH2:8][CH:4]3[O:5][CH2:6][CH2:7][N:2]([CH3:1])[CH2:3]3)=[O:21])[CH2:43][CH2:42]2)=[CH:39][CH:40]=1. The yield is 0.600. (3) The reactants are [O:1]=[C:2]1[CH2:6][CH2:5][C:4](=[O:7])[N:3]1[CH2:8][C:9]1[C:18]([F:19])=[C:17]2[C:12]([C:13]([C:23]3[CH:28]=[CH:27][C:26]([F:29])=[CH:25][CH:24]=3)=[CH:14][C:15]([C:20](O)=[O:21])=[N:16]2)=[CH:11][CH:10]=1.C[N:31](C(ON1N=NC2C=CC=NC1=2)=[N+](C)C)C.F[P-](F)(F)(F)(F)F.[OH-].[NH4+]. The catalyst is CN(C=O)C. The product is [O:1]=[C:2]1[CH2:6][CH2:5][C:4](=[O:7])[N:3]1[CH2:8][C:9]1[C:18]([F:19])=[C:17]2[C:12]([C:13]([C:23]3[CH:28]=[CH:27][C:26]([F:29])=[CH:25][CH:24]=3)=[CH:14][C:15]([C:20]([NH2:31])=[O:21])=[N:16]2)=[CH:11][CH:10]=1. The yield is 0.630. (4) The reactants are [NH2:1][C:2]1[C:7]2[N:8]=[C:9]([CH3:11])[O:10][C:6]=2[CH:5]=[CH:4][CH:3]=1.[Br:12]N1C(=O)CCC1=O. The catalyst is CN(C=O)C. The product is [NH2:1][C:2]1[C:7]2[N:8]=[C:9]([CH3:11])[O:10][C:6]=2[C:5]([Br:12])=[CH:4][CH:3]=1. The yield is 0.560. (5) The reactants are C(OC(=O)[N:7]([O:15][CH2:16][CH2:17][CH2:18][N:19]([CH2:34][C:35]1[CH:40]=[CH:39][CH:38]=[C:37]([C:41]([F:44])([F:43])[F:42])[C:36]=1[Cl:45])[CH2:20][CH:21]([C:28]1[CH:33]=[CH:32][CH:31]=[CH:30][CH:29]=1)[C:22]1[CH:27]=[CH:26][CH:25]=[CH:24][CH:23]=1)[C:8]1[CH:13]=[CH:12][C:11]([CH3:14])=[CH:10][CH:9]=1)(C)(C)C.C(O)(C(F)(F)F)=O.C([O-])(O)=O.[Na+]. The catalyst is C(Cl)Cl. The product is [Cl:45][C:36]1[C:37]([C:41]([F:42])([F:43])[F:44])=[CH:38][CH:39]=[CH:40][C:35]=1[CH2:34][N:19]([CH2:20][CH:21]([C:22]1[CH:23]=[CH:24][CH:25]=[CH:26][CH:27]=1)[C:28]1[CH:33]=[CH:32][CH:31]=[CH:30][CH:29]=1)[CH2:18][CH2:17][CH2:16][O:15][NH:7][C:8]1[CH:9]=[CH:10][C:11]([CH3:14])=[CH:12][CH:13]=1. The yield is 0.390. (6) The reactants are [H-].[Na+].[F:3][C:4]([F:11])([F:10])[C:5]([O:7]CC)=O.[C:12]([C:15]1[CH:28]=[CH:27][C:26]2[C:25]3[C:20](=[CH:21][CH:22]=[CH:23][CH:24]=3)[CH:19]=[CH:18][C:17]=2[CH:16]=1)(=[O:14])[CH3:13]. The catalyst is O1CCCC1. The product is [F:11][C:4]([F:3])([F:10])[C:5](=[O:7])[CH:13]=[C:12]([OH:14])[C:15]1[CH:28]=[CH:27][C:26]2[C:25]3[C:20](=[CH:21][CH:22]=[CH:23][CH:24]=3)[CH:19]=[CH:18][C:17]=2[CH:16]=1. The yield is 0.900.